From a dataset of Forward reaction prediction with 1.9M reactions from USPTO patents (1976-2016). Predict the product of the given reaction. (1) The product is: [C:1]([C:5]1[CH:6]=[CH:7][C:8](/[CH:11]=[CH:12]/[I:24])=[CH:9][CH:10]=1)([CH3:4])([CH3:3])[CH3:2]. Given the reactants [C:1]([C:5]1[CH:10]=[CH:9][C:8]([C:11]#[CH:12])=[CH:7][CH:6]=1)([CH3:4])([CH3:3])[CH3:2].[B]1OC2C(=CC=CC=2)O1.[OH-].[Na+].[I:24]I, predict the reaction product. (2) Given the reactants [Cl:1][C:2]1[C:7]([C:8]2[CH:13]=[CH:12][CH:11]=[CH:10][CH:9]=2)=[N:6][N:5]=[C:4]2[NH:14][N:15]=[C:16]([CH:17]3[CH2:19][CH2:18]3)[C:3]=12.[CH3:20][S:21]([CH2:24][CH2:25]O)(=[O:23])=[O:22], predict the reaction product. The product is: [Cl:1][C:2]1[C:7]([C:8]2[CH:13]=[CH:12][CH:11]=[CH:10][CH:9]=2)=[N:6][N:5]=[C:4]2[N:14]([CH2:25][CH2:24][S:21]([CH3:20])(=[O:23])=[O:22])[N:15]=[C:16]([CH:17]3[CH2:19][CH2:18]3)[C:3]=12. (3) Given the reactants [CH2:1](OC(=O)C)[CH3:2].[CH2:7]([N:10]1[CH2:15][CH2:14][O:13][CH2:12][CH2:11]1)[C:8]#[CH:9].[CH2:16]([O:18][C:19](=[O:56])[CH2:20][O:21][C:22]1[CH:27]=[CH:26][C:25]([S:28][C:29]2[CH:34]=[C:33](C#CC3C=CC(CO)=CC=3)[CH:32]=[C:31]([O:45][CH2:46][CH2:47][C:48]3[CH:53]=CC(Cl)=CC=3)[CH:30]=2)=[CH:24][C:23]=1[CH3:55])[CH3:17], predict the reaction product. The product is: [CH2:16]([O:18][C:19](=[O:56])[CH2:20][O:21][C:22]1[CH:27]=[CH:26][C:25]([S:28][C:29]2[CH:34]=[C:33]([C:9]#[C:8][CH2:7][N:10]3[CH2:15][CH2:14][O:13][CH2:12][CH2:11]3)[CH:32]=[C:31]([O:45][CH2:46][CH:47]([CH2:1][CH3:2])[CH2:48][CH3:53])[CH:30]=2)=[CH:24][C:23]=1[CH3:55])[CH3:17].